Dataset: Catalyst prediction with 721,799 reactions and 888 catalyst types from USPTO. Task: Predict which catalyst facilitates the given reaction. (1) Reactant: [NH2:1][C:2]1[N:10]=[C:9]([CH:11]([OH:15])[CH2:12][CH2:13][CH3:14])[N:8]=[C:7]2[C:3]=1[N:4]=[C:5](Br)[N:6]2[CH3:16].[NH:18]1[CH:22]=[CH:21][N:20]=[N:19]1. Product: [NH2:1][C:2]1[N:10]=[C:9]([CH:11]([OH:15])[CH2:12][CH2:13][CH3:14])[N:8]=[C:7]2[C:3]=1[N:4]=[C:5]([N:19]1[N:20]=[CH:21][CH:22]=[N:18]1)[N:6]2[CH3:16]. The catalyst class is: 3. (2) Product: [CH2:9]([CH:8]1[NH:11][C:3](=[O:4])[CH:2]([CH3:1])[CH2:7]1)[CH3:10]. The catalyst class is: 171. Reactant: [CH3:1][CH:2]([CH2:7][CH:8]([N+:11]([O-])=O)[CH2:9][CH3:10])[C:3](OC)=[O:4].[H][H]. (3) Reactant: [NH2:1][C:2]1[CH:3]=[CH:4][C:5]([N:8]2[CH:12]=[C:11]([CH2:13][CH2:14][CH2:15][O:16][C:17]3[C:22]([O:23][CH3:24])=[CH:21][CH:20]=[CH:19][C:18]=3[CH2:25][C:26]([O:28]C)=[O:27])[C:10]([CH:30]([CH3:32])[CH3:31])=[N:9]2)=[N:6][CH:7]=1.CN(C)C=O.[C:38](Cl)(=[O:41])[CH2:39][CH3:40]. Product: [CH3:24][O:23][C:22]1[C:17]([O:16][CH2:15][CH2:14][CH2:13][C:11]2[C:10]([CH:30]([CH3:32])[CH3:31])=[N:9][N:8]([C:5]3[CH:4]=[CH:3][C:2]([NH:1][C:38](=[O:41])[CH2:39][CH3:40])=[CH:7][N:6]=3)[CH:12]=2)=[C:18]([CH2:25][C:26]([OH:28])=[O:27])[CH:19]=[CH:20][CH:21]=1. The catalyst class is: 6. (4) Reactant: C([N:4]1[C:9](=[O:10])[NH:8][C:7](=[O:11])[CH:6]=[N:5]1)(=O)C.[H-].[Na+].Br[CH2:15][CH2:16][O:17][CH2:18][C:19]1[CH:24]=[CH:23][CH:22]=[CH:21][CH:20]=1. Product: [CH2:18]([O:17][CH2:16][CH2:15][N:8]1[C:7](=[O:11])[CH:6]=[N:5][NH:4][C:9]1=[O:10])[C:19]1[CH:24]=[CH:23][CH:22]=[CH:21][CH:20]=1. The catalyst class is: 18. (5) Reactant: C(O)(C(F)(F)F)=O.[F:8][C:9]([F:34])([F:33])[C:10]1[CH:15]=[CH:14][C:13]([N:16]2[CH2:32][CH2:31][C:19]3([CH2:23][N:22](C(OC(C)(C)C)=O)[CH2:21][CH2:20]3)[CH2:18][CH2:17]2)=[CH:12][CH:11]=1. Product: [F:34][C:9]([F:8])([F:33])[C:10]1[CH:15]=[CH:14][C:13]([N:16]2[CH2:17][CH2:18][C:19]3([CH2:23][NH:22][CH2:21][CH2:20]3)[CH2:31][CH2:32]2)=[CH:12][CH:11]=1. The catalyst class is: 2. (6) Reactant: I[C:2]1[CH:7]=[CH:6][N:5]=[C:4]([O:8]C)[C:3]=1[C:10]1[NH:11][C:12]([C:16]([N:18]2[CH2:23][CH2:22][O:21][CH2:20][CH2:19]2)=[O:17])=[C:13]([CH3:15])[N:14]=1.Cl.C(N(CC)CC)C.[NH2:32][CH2:33][C@H:34]([C:36]1[CH:41]=[CH:40][CH:39]=[C:38]([Cl:42])[CH:37]=1)[OH:35]. Product: [Cl:42][C:38]1[CH:37]=[C:36]([C@H:34]([OH:35])[CH2:33][NH:32][C:2]2[CH:7]=[CH:6][NH:5][C:4](=[O:8])[C:3]=2[C:10]2[NH:11][C:12]([C:16]([N:18]3[CH2:23][CH2:22][O:21][CH2:20][CH2:19]3)=[O:17])=[C:13]([CH3:15])[N:14]=2)[CH:41]=[CH:40][CH:39]=1. The catalyst class is: 15. (7) The catalyst class is: 4. Reactant: [CH2:1]([O:8][C:9]([NH:11][CH:12]([CH2:20][NH:21][C:22]1[C:27](OC)=[C:26]([N:30]2[CH2:35][CH2:34][CH:33]([C:36]3[CH:45]=[CH:44][C:43]4[CH2:42][CH2:41][CH2:40][NH:39][C:38]=4[N:37]=3)[CH2:32][CH2:31]2)[N:25]=[C:24](C)[N:23]=1)[C:13]([O:15]C(C)(C)C)=[O:14])=[O:10])[C:2]1[CH:7]=[CH:6][CH:5]=[CH:4][CH:3]=1.[F:47][C:48]([F:53])([F:52])[C:49]([OH:51])=[O:50].[C:54]1(C)C=CC=CC=1. Product: [F:47][C:48]([F:53])([F:52])[C:49]([OH:51])=[O:50].[F:47][C:48]([F:53])([F:52])[C:49]([OH:51])=[O:50].[CH2:1]([O:8][C:9]([NH:11][CH:12]([CH2:20][NH:21][C:22]1[C:27]([CH3:54])=[C:26]([N:30]2[CH2:31][CH2:32][CH:33]([C:36]3[CH:45]=[CH:44][C:43]4[CH2:42][CH2:41][CH2:40][NH:39][C:38]=4[N:37]=3)[CH2:34][CH2:35]2)[N:25]=[C:24]([O:50][CH3:49])[N:23]=1)[C:13]([OH:15])=[O:14])=[O:10])[C:2]1[CH:7]=[CH:6][CH:5]=[CH:4][CH:3]=1. (8) Reactant: CN(C)C=O.[Br:6][C:7]1[CH:12]=[C:11]([N+:13]([O-:15])=[O:14])[CH:10]=[C:9]([Br:16])[C:8]=1OS(C(F)(F)F)(=O)=O.[I-:25].[Na+]. Product: [Br:6][C:7]1[CH:12]=[C:11]([N+:13]([O-:15])=[O:14])[CH:10]=[C:9]([Br:16])[C:8]=1[I:25]. The catalyst class is: 6. (9) Reactant: [F:1][CH2:2][CH2:3][N:4]1[CH:8]=[C:7]([C:9]2[CH:14]=[CH:13][C:12]([C@H:15]3[CH2:17][C@@H:16]3[C:18]([O:20][CH2:21][CH3:22])=[O:19])=[CH:11][CH:10]=2)[N:6]=[CH:5]1.[I:23]N1C(=O)CCC1=O.C(=O)(O)[O-].[Na+]. Product: [F:1][CH2:2][CH2:3][N:4]1[C:8]([I:23])=[C:7]([C:9]2[CH:14]=[CH:13][C:12]([C@H:15]3[CH2:17][C@@H:16]3[C:18]([O:20][CH2:21][CH3:22])=[O:19])=[CH:11][CH:10]=2)[N:6]=[CH:5]1. The catalyst class is: 281. (10) Reactant: [H-].[H-].[H-].[H-].[Li+].[Al+3].[CH2:7]([N:14]1[CH2:18][CH:17]([CH3:19])[CH:16]([C:20]#[N:21])[CH2:15]1)[C:8]1[CH:13]=[CH:12][CH:11]=[CH:10][CH:9]=1.CCOC(C)=O.O. Product: [CH2:7]([N:14]1[CH2:18][CH:17]([CH3:19])[CH:16]([CH2:20][NH2:21])[CH2:15]1)[C:8]1[CH:13]=[CH:12][CH:11]=[CH:10][CH:9]=1. The catalyst class is: 1.